From a dataset of Reaction yield outcomes from USPTO patents with 853,638 reactions. Predict the reaction yield, written as a fraction of the theoretical maximum amount of product (1.0 means a 100% yield; for example, 0.34 means a 34% yield). (1) The reactants are [S:1]1[CH:5]=[CH:4][C:3]([C:6]2[C:11]([C:12]3[CH:16]=[CH:15][S:14][CH:13]=3)=[CH:10][C:9]([CH2:17][CH2:18][CH2:19][CH2:20][CH2:21][CH2:22][CH2:23][CH3:24])=[C:8]([CH2:25][CH2:26][CH2:27][CH2:28][CH2:29][CH2:30][CH2:31][CH3:32])[CH:7]=2)=[CH:2]1.II. The catalyst is C1(C)C=CC=CC=1.[Hg]. The product is [CH2:17]([C:9]1[CH:10]=[C:11]2[C:12]3[CH:16]=[CH:15][S:14][C:13]=3[C:2]3[S:1][CH:5]=[CH:4][C:3]=3[C:6]2=[CH:7][C:8]=1[CH2:25][CH2:26][CH2:27][CH2:28][CH2:29][CH2:30][CH2:31][CH3:32])[CH2:18][CH2:19][CH2:20][CH2:21][CH2:22][CH2:23][CH3:24]. The yield is 0.650. (2) The reactants are [F:1][CH:2]([CH:8]([O:11][C:12](=[O:16])[C:13]([CH3:15])=[CH2:14])[CH2:9][CH3:10])[C:3]([O:5]CC)=[O:4].[OH-].C[N+](C)(C)C. The catalyst is C1COCC1. The product is [F:1][CH:2]([CH:8]([O:11][C:12](=[O:16])[C:13]([CH3:15])=[CH2:14])[CH2:9][CH3:10])[C:3]([OH:5])=[O:4]. The yield is 0.900. (3) The catalyst is C(#N)C.CCOC(C)=O. The reactants are O[CH:2]1[O:8][C@H:7]([CH2:9][OH:10])[C@@H:5]([OH:6])[C@H:3]1O.[NH:11]1[CH:19]=[C:17]([CH3:18])[C:15](=[O:16])[NH:14][C:12]1=[S:13].Cl[Sn](Cl)(Cl)Cl. The yield is 0.400. The product is [C@@H:2]1([N:11]2[CH:19]=[C:17]([CH3:18])[C:15](=[O:16])[NH:14][C:12]2=[S:13])[O:8][C@H:7]([CH2:9][OH:10])[C@@H:5]([OH:6])[CH2:3]1. (4) The catalyst is CO. The yield is 0.760. The product is [CH:14]1([C:12](=[O:13])[CH2:11][CH:20]2[O:5][CH2:1][CH2:2][CH2:3][O:4]2)[CH2:15][CH2:16]1. The reactants are [CH2:1]([OH:5])[CH2:2][CH2:3][OH:4].S(=O)(=O)(O)O.[CH3:11][C:12]([C:14]1(C=O)[CH2:16][CH2:15]1)=[O:13].[Na].[C:20](=O)([O-])O.[Na+]. (5) The reactants are FC1(F)CC1CN1CCN(C2SC(C(OCC)=O)=C(C)N=2)C1=O.[CH3:24][C:25]1[N:26]=[C:27]([N:35]2[CH2:39][CH2:38][N:37]([CH2:40][C:41]3[CH:46]=[CH:45][C:44]([C:47]([F:50])([F:49])[F:48])=[CH:43][CH:42]=3)[C:36]2=[O:51])[S:28][C:29]=1[C:30]([O:32]CC)=[O:31]. No catalyst specified. The product is [CH3:24][C:25]1[N:26]=[C:27]([N:35]2[CH2:39][CH2:38][N:37]([CH2:40][C:41]3[CH:46]=[CH:45][C:44]([C:47]([F:50])([F:49])[F:48])=[CH:43][CH:42]=3)[C:36]2=[O:51])[S:28][C:29]=1[C:30]([OH:32])=[O:31]. The yield is 0.850. (6) The reactants are [C:1]([OH:8])(=[O:7])/[CH:2]=[CH:3]\[C:4]([OH:6])=[O:5].[CH3:9][N:10]([CH2:12][C@@H:13]1[CH2:18][CH2:17][CH2:16][CH2:15][C@H:14]1[C:19]1[CH:20]=[C:21]([OH:25])[CH:22]=[CH:23][CH:24]=1)[CH3:11]. The catalyst is C(OCC)(=O)C. The product is [C:1]([OH:8])(=[O:7])/[CH:2]=[CH:3]\[C:4]([OH:6])=[O:5].[CH3:11][N:10]([CH2:12][C@@H:13]1[CH2:18][CH2:17][CH2:16][CH2:15][C@H:14]1[C:19]1[CH:20]=[C:21]([OH:25])[CH:22]=[CH:23][CH:24]=1)[CH3:9]. The yield is 0.983. (7) The reactants are [CH3:1][S:2]([NH:5][CH2:6][C:7]1[C:15]2[S:14](=[O:17])(=[O:16])[N:13]=[C:12]([CH2:18][C:19]([OH:21])=O)[NH:11][C:10]=2[S:9][CH:8]=1)(=[O:4])=[O:3].F[P-](F)(F)(F)(F)F.N1([O:38][C:39](N(C)C)=[N+](C)C)C2N=CC=CC=2N=N1.CN1CCOCC1.C(OC(=O)[CH:57]([CH2:61][NH:62][CH2:63][C:64]1[CH:69]=[CH:68][C:67]([F:70])=[CH:66][CH:65]=1)[CH:58]([CH3:60])[CH3:59])C.[O-]CC.[Na+].C(O)C. The catalyst is CN(C)C=O. The product is [F:70][C:67]1[CH:66]=[CH:65][C:64]([CH2:63][N:62]2[CH2:61][CH:57]([CH:58]([CH3:59])[CH3:60])[C:19]([OH:21])=[C:18]([C:12]3[NH:11][C:10]4[S:9][CH:8]=[C:7]([CH2:6][NH:5][S:2]([CH3:1])(=[O:3])=[O:4])[C:15]=4[S:14](=[O:16])(=[O:17])[N:13]=3)[C:39]2=[O:38])=[CH:69][CH:68]=1. The yield is 0.360. (8) The reactants are [C:1]([C:3]1[CH:4]=[C:5]([CH:8]=[CH:9][CH:10]=1)[CH:6]=[O:7])#[N:2].C(OC1C=C(C=C(OCC2C=CC=CC=2)C=1)CN)C1C=CC=CC=1. No catalyst specified. The product is [OH:7][CH2:6][C:5]1[CH:4]=[C:3]([CH:10]=[CH:9][CH:8]=1)[CH2:1][NH2:2]. The yield is 0.660. (9) The reactants are Cl[C:2]1[C:3]([C:11]([O:13][CH2:14][CH3:15])=[O:12])=[N:4][N:5]([CH3:10])[C:6](=[O:9])[C:7]=1[CH3:8].[F:16][C:17]1[CH:23]=[C:22]([S:24][CH3:25])[CH:21]=[CH:20][C:18]=1[NH2:19]. No catalyst specified. The product is [F:16][C:17]1[CH:23]=[C:22]([S:24][CH3:25])[CH:21]=[CH:20][C:18]=1[NH:19][C:2]1[C:3]([C:11]([O:13][CH2:14][CH3:15])=[O:12])=[N:4][N:5]([CH3:10])[C:6](=[O:9])[C:7]=1[CH3:8]. The yield is 0.810.